From a dataset of Forward reaction prediction with 1.9M reactions from USPTO patents (1976-2016). Predict the product of the given reaction. (1) Given the reactants [F:1][C:2]1[C:7]([C:8]2[CH:13]=[CH:12][C:11]3[O:14][C@@H:15]4[CH2:20][CH2:19][N:18]([S:21]([CH2:24][CH:25]([CH3:27])[CH3:26])(=[O:23])=[O:22])[CH2:17][C@H:16]4[C@:28]4([CH2:32][O:31][C:30]([NH:33]C(=O)OC(C)(C)C)=[N:29]4)[C:10]=3[CH:9]=2)=[CH:6][CH:5]=[CH:4][N:3]=1.C(O)(C(F)(F)F)=O.[ClH:48], predict the reaction product. The product is: [ClH:48].[F:1][C:2]1[C:7]([C:8]2[CH:13]=[CH:12][C:11]3[O:14][C@@H:15]4[CH2:20][CH2:19][N:18]([S:21]([CH2:24][CH:25]([CH3:27])[CH3:26])(=[O:22])=[O:23])[CH2:17][C@H:16]4[C@:28]4([CH2:32][O:31][C:30]([NH2:33])=[N:29]4)[C:10]=3[CH:9]=2)=[CH:6][CH:5]=[CH:4][N:3]=1. (2) Given the reactants [CH2:1]([O:3][C:4]1[CH:9]=[CH:8][C:7]([C:10]([C:42]2[CH:47]=[CH:46][C:45]([O:48][CH2:49][CH3:50])=[CH:44][CH:43]=2)(OC)[C:11]2[CH:16]=[C:15]([OH:17])[C:14]([C:18]([C:30]3[CH:35]=[CH:34][C:33]([O:36][CH2:37][CH3:38])=[CH:32][CH:31]=3)([C:21]3[CH:26]=[CH:25][C:24]([O:27][CH2:28][CH3:29])=[CH:23][CH:22]=3)OC)=[CH:13][C:12]=2[OH:39])=[CH:6][CH:5]=1)[CH3:2], predict the reaction product. The product is: [CH2:37]([O:36][C:33]1[CH:34]=[CH:35][C:30]2[C:18]([C:21]3[CH:26]=[CH:25][C:24]([O:27][CH2:28][CH3:29])=[CH:23][CH:22]=3)=[C:14]3[C:15](=[CH:16][C:11]4[C:12]([O:39][C:43]5[C:42]([C:10]=4[C:7]4[CH:8]=[CH:9][C:4]([O:3][CH2:1][CH3:2])=[CH:5][CH:6]=4)=[CH:47][CH:46]=[C:45]([O:48][CH2:49][CH3:50])[CH:44]=5)=[CH:13]3)[O:17][C:31]=2[CH:32]=1)[CH3:38]. (3) Given the reactants CN(C)C=O.[F:6][C:7]1[CH:12]=[CH:11][C:10]([CH:13]([C:29]2[CH:34]=[CH:33][C:32]([F:35])=[CH:31][CH:30]=2)[CH:14]2[C:19](=[O:20])[CH2:18][CH2:17][N:16]([CH2:21][C:22]3[CH:27]=[CH:26][CH:25]=[CH:24][C:23]=3[OH:28])[CH2:15]2)=[CH:9][CH:8]=1.[CH:36](I)([CH3:38])[CH3:37].C(=O)([O-])[O-].[K+].[K+], predict the reaction product. The product is: [F:6][C:7]1[CH:8]=[CH:9][C:10]([CH:13]([C:29]2[CH:30]=[CH:31][C:32]([F:35])=[CH:33][CH:34]=2)[CH:14]2[C:19](=[O:20])[CH2:18][CH2:17][N:16]([CH2:21][C:22]3[CH:27]=[CH:26][CH:25]=[CH:24][C:23]=3[O:28][CH:36]([CH3:38])[CH3:37])[CH2:15]2)=[CH:11][CH:12]=1. (4) Given the reactants [CH3:1][O:2][C:3]([C:5]1[S:6][C:7]2[C:8]([OH:21])([CH3:20])[CH2:9][O:10][C:11]3[CH:18]=[CH:17][C:16](Br)=[CH:15][C:12]=3[C:13]=2[N:14]=1)=[O:4].[CH3:22][C:23]([OH:27])([C:25]#[CH:26])[CH3:24].C1C=CC(P(C2C=CC=CC=2)C2C=CC=CC=2)=CC=1, predict the reaction product. The product is: [CH3:1][O:2][C:3]([C:5]1[S:6][C:7]2[C:8]([OH:21])([CH3:20])[CH2:9][O:10][C:11]3[CH:18]=[CH:17][C:16]([C:26]#[C:25][C:23]([OH:27])([CH3:24])[CH3:22])=[CH:15][C:12]=3[C:13]=2[N:14]=1)=[O:4]. (5) Given the reactants [C:1]([OH:7])([C:3]([F:6])([F:5])[F:4])=[O:2].C(O[C:13](=O)[NH:14][CH:15]1C[N:17]([CH:19]2[CH2:24][CH2:23][CH:22]([C:25]3[CH:30]=[CH:29][CH:28]=[CH:27][CH:26]=3)[CH2:21][CH2:20]2)[CH2:16]1)(C)(C)C, predict the reaction product. The product is: [OH:7][C:1]([C:3]([F:6])([F:5])[F:4])=[O:2].[C:25]1([CH:22]2[CH2:23][CH2:24][CH:19]([NH:17][CH:16]3[CH2:13][NH:14][CH2:15]3)[CH2:20][CH2:21]2)[CH:30]=[CH:29][CH:28]=[CH:27][CH:26]=1. (6) Given the reactants C(NC(C)C)(C)C.[CH2:8]([Li])[CH2:9][CH2:10][CH3:11].[CH3:13][O:14][C:15]1[CH:27]=[CH:26][C:18]([CH2:19][N:20]2[CH2:24]CC[C:21]2=[O:25])=[CH:17][CH:16]=1.ICC.[Cl-].[NH4+], predict the reaction product. The product is: [CH2:10]([CH:9]1[CH2:8][CH2:24][N:20]([CH2:19][C:18]2[CH:26]=[CH:27][C:15]([O:14][CH3:13])=[CH:16][CH:17]=2)[C:21]1=[O:25])[CH3:11].